Dataset: Full USPTO retrosynthesis dataset with 1.9M reactions from patents (1976-2016). Task: Predict the reactants needed to synthesize the given product. Given the product [CH:13]1([CH2:12][N:7]2[C:8]3[CH:9]=[C:10]4[NH:11][C:28]([C:21]5[C:22]6[C:27](=[CH:26][CH:25]=[CH:24][CH:23]=6)[NH:19][N:20]=5)=[N:1][C:2]4=[CH:3][C:4]=3[C:5]([CH3:18])([CH3:17])[C:6]2=[O:16])[CH2:15][CH2:14]1, predict the reactants needed to synthesize it. The reactants are: [NH2:1][C:2]1[CH:3]=[C:4]2[C:8](=[CH:9][C:10]=1[NH2:11])[N:7]([CH2:12][CH:13]1[CH2:15][CH2:14]1)[C:6](=[O:16])[C:5]2([CH3:18])[CH3:17].[NH:19]1[C:27]2[C:22](=[CH:23][CH:24]=[CH:25][CH:26]=2)[C:21]([CH:28]=O)=[N:20]1.O.C1(C)C=CC(S(O)(=O)=O)=CC=1.